From a dataset of Catalyst prediction with 721,799 reactions and 888 catalyst types from USPTO. Predict which catalyst facilitates the given reaction. Product: [CH:14]1([CH2:13][O:11][CH2:10][CH:9]2[CH:4]([CH3:3])[CH2:5][CH:6]=[CH:7][CH2:8]2)[CH2:16][CH2:15]1. Reactant: [NH2-].[Na+].[CH3:3][CH:4]1[CH:9]([CH2:10][OH:11])[CH2:8][CH:7]=[CH:6][CH2:5]1.Br[CH2:13][CH:14]1[CH2:16][CH2:15]1. The catalyst class is: 7.